From a dataset of Reaction yield outcomes from USPTO patents with 853,638 reactions. Predict the reaction yield, written as a fraction of the theoretical maximum amount of product (1.0 means a 100% yield; for example, 0.34 means a 34% yield). (1) The reactants are C1C=C(Cl)C=C(C(OO)=[O:9])C=1.[CH:12]1[C:20]2[C:19]3[CH:21]=[CH:22][CH:23]=[CH:24][C:18]=3[S:17][C:16]=2[CH:15]=[CH:14][CH:13]=1.C(O)C. The catalyst is C(Cl)(Cl)Cl. The product is [CH:12]1[C:20]2[C:19]3[CH:21]=[CH:22][CH:23]=[CH:24][C:18]=3[S:17](=[O:9])[C:16]=2[CH:15]=[CH:14][CH:13]=1. The yield is 0.760. (2) The reactants are [CH:1]([C:3]1[C:4]([O:22][CH3:23])=[C:5]([CH:19]=[CH:20][CH:21]=1)[O:6][C:7]1[N:14]=[C:13]([C:15]([F:18])([F:17])[F:16])[CH:12]=[CH:11][C:8]=1[C:9]#[N:10])=O.CN.[C:26]([BH3-])#[N:27].[Na+].[C:30]([OH:37])(=[O:36])/[CH:31]=[CH:32]/[C:33]([OH:35])=[O:34]. The catalyst is C(O)(=O)C.CO. The product is [C:30]([OH:37])(=[O:36])/[CH:31]=[CH:32]/[C:33]([OH:35])=[O:34].[CH3:23][O:22][C:4]1[C:3]([CH2:1][NH:27][CH3:26])=[CH:21][CH:20]=[CH:19][C:5]=1[O:6][C:7]1[N:14]=[C:13]([C:15]([F:18])([F:17])[F:16])[CH:12]=[CH:11][C:8]=1[C:9]#[N:10]. The yield is 0.670.